Dataset: Forward reaction prediction with 1.9M reactions from USPTO patents (1976-2016). Task: Predict the product of the given reaction. (1) The product is: [CH3:19][CH:20]([CH3:36])[C:21]([NH:23][C:24]1[CH:29]=[CH:28][CH:27]=[C:26]([CH:30]2[CH2:35][CH2:34][N:33]([CH2:8][CH2:9][C:10]([C:12]3[CH:17]=[CH:16][C:15]([CH3:18])=[CH:14][CH:13]=3)=[O:11])[CH2:32][CH2:31]2)[CH:25]=1)=[O:22]. Given the reactants C([O-])([O-])=O.[K+].[K+].Cl[CH2:8][CH2:9][C:10]([C:12]1[CH:17]=[CH:16][C:15]([CH3:18])=[CH:14][CH:13]=1)=[O:11].[CH3:19][CH:20]([CH3:36])[C:21]([NH:23][C:24]1[CH:29]=[CH:28][CH:27]=[C:26]([CH:30]2[CH2:35][CH2:34][NH:33][CH2:32][CH2:31]2)[CH:25]=1)=[O:22], predict the reaction product. (2) Given the reactants O[C:2]1([C:15]2[N:16]=[CH:17][NH:18][CH:19]=2)[CH2:7][CH2:6][N:5](C(OC(C)(C)C)=O)[CH2:4][CH2:3]1.[ClH:20], predict the reaction product. The product is: [ClH:20].[NH:18]1[CH:19]=[C:15]([C:2]2[CH2:7][CH2:6][NH:5][CH2:4][CH:3]=2)[N:16]=[CH:17]1. (3) Given the reactants [CH3:1][C:2]1[CH:10]=[CH:9][CH:8]=[C:7]([CH3:11])[C:3]=1[C:4]([OH:6])=O.CN(C(ON1N=NC2C=CC=CC1=2)=[N+](C)C)C.[B-](F)(F)(F)F.CN1CCOCC1.[O:41]1[CH2:46][CH2:45][NH:44][C:43]2[N:47]=[C:48]([CH2:51][CH2:52][O:53][C:54]3[CH:66]=[CH:65][C:57]([CH2:58][C@@H:59]([C:61]([O:63]C)=[O:62])[NH2:60])=[CH:56][CH:55]=3)[CH:49]=[CH:50][C:42]1=2.[OH-].[Na+], predict the reaction product. The product is: [O:41]1[CH2:46][CH2:45][NH:44][C:43]2[N:47]=[C:48]([CH2:51][CH2:52][O:53][C:54]3[CH:66]=[CH:65][C:57]([CH2:58][C@@H:59]([C:61]([OH:63])=[O:62])[NH:60][C:4]([C:3]4[C:7]([CH3:11])=[CH:8][CH:9]=[CH:10][C:2]=4[CH3:1])=[O:6])=[CH:56][CH:55]=3)[CH:49]=[CH:50][C:42]1=2. (4) Given the reactants Cl[C:2]1[N:7]=[C:6]([NH:8][C@H:9]([C:11]2[CH:16]=[CH:15][C:14]([F:17])=[CH:13][N:12]=2)[CH3:10])[N:5]=[C:4]([NH:18][C:19]2[CH:23]=[C:22]([CH3:24])[NH:21][N:20]=2)[CH:3]=1.[NH:25]1[CH2:30][CH2:29][O:28][CH2:27][CH2:26]1.CCN(C(C)C)C(C)C, predict the reaction product. The product is: [F:17][C:14]1[CH:15]=[CH:16][C:11]([C@@H:9]([NH:8][C:6]2[N:5]=[C:4]([NH:18][C:19]3[CH:23]=[C:22]([CH3:24])[NH:21][N:20]=3)[CH:3]=[C:2]([N:25]3[CH2:30][CH2:29][O:28][CH2:27][CH2:26]3)[N:7]=2)[CH3:10])=[N:12][CH:13]=1.